Dataset: Full USPTO retrosynthesis dataset with 1.9M reactions from patents (1976-2016). Task: Predict the reactants needed to synthesize the given product. (1) Given the product [NH2:9][C@H:8]([C:16]1[O:20][N:19]=[C:18]([CH3:21])[C:17]=1[C:22]1[CH:30]=[CH:29][C:28]([Cl:31])=[CH:27][C:23]=1[C:24]([O:26][CH3:35])=[O:25])[CH2:7][C:6]([O:5][C:1]([CH3:4])([CH3:3])[CH3:2])=[O:32], predict the reactants needed to synthesize it. The reactants are: [C:1]([O:5][C:6](=[O:32])[CH2:7][C@@H:8]([C:16]1[O:20][N:19]=[C:18]([CH3:21])[C:17]=1[C:22]1[CH:30]=[CH:29][C:28]([Cl:31])=[CH:27][C:23]=1[C:24]([O-:26])=[O:25])[NH:9][S@](C(C)(C)C)=O)([CH3:4])([CH3:3])[CH3:2].Cl.O1CCOC[CH2:35]1. (2) Given the product [Br:1][C:2]1[C:3]([C@H:10]([NH:11][S@:12]([C:14]([CH3:17])([CH3:16])[CH3:15])=[O:13])[CH2:22][C:21]2[CH:20]=[C:19]([F:18])[CH:27]=[C:26]([F:28])[CH:25]=2)=[N:4][C:5]([S:8][CH3:9])=[N:6][CH:7]=1.[Br:1][C:2]1[C:3]([C@@H:10]([NH:11][S@:12]([C:14]([CH3:17])([CH3:16])[CH3:15])=[O:13])[CH2:22][C:21]2[CH:20]=[C:19]([F:18])[CH:27]=[C:26]([F:28])[CH:25]=2)=[N:4][C:5]([S:8][CH3:9])=[N:6][CH:7]=1, predict the reactants needed to synthesize it. The reactants are: [Br:1][C:2]1[C:3]([CH:10]=[N:11][S@:12]([C:14]([CH3:17])([CH3:16])[CH3:15])=[O:13])=[N:4][C:5]([S:8][CH3:9])=[N:6][CH:7]=1.[F:18][C:19]1[CH:20]=[C:21]([CH:25]=[C:26]([F:28])[CH:27]=1)[CH2:22][Mg]Br.[NH4+].[Cl-]. (3) Given the product [Cl:1][C:2]1[N:7]=[C:6]([C:21]([O:23][CH2:24][CH3:25])=[CH2:22])[CH:5]=[C:4]([CH2:9][O:10][CH2:11][C:12]([F:15])([F:14])[F:13])[N:3]=1, predict the reactants needed to synthesize it. The reactants are: [Cl:1][C:2]1[N:7]=[C:6](Cl)[CH:5]=[C:4]([CH2:9][O:10][CH2:11][C:12]([F:15])([F:14])[F:13])[N:3]=1.C([Sn](CCCC)(CCCC)[C:21]([O:23][CH2:24][CH3:25])=[CH2:22])CCC.[F-].[K+]. (4) Given the product [Cl:1][C:2]1[N:10]=[C:9]2[C:5]([N:6]=[CH:7][N:8]2[CH:11]2[CH2:15][CH2:14][O:13][CH2:12]2)=[C:4]([NH:26][C:23]2[CH:24]=[CH:25][C:20]([O:19][C:18]([F:17])([F:27])[F:28])=[CH:21][CH:22]=2)[N:3]=1, predict the reactants needed to synthesize it. The reactants are: [Cl:1][C:2]1[N:10]=[C:9]2[C:5]([N:6]=[CH:7][N:8]2[CH:11]2[CH2:15][CH2:14][O:13][CH2:12]2)=[C:4](Cl)[N:3]=1.[F:17][C:18]([F:28])([F:27])[O:19][C:20]1[CH:25]=[CH:24][C:23]([NH2:26])=[CH:22][CH:21]=1.